Dataset: Peptide-MHC class II binding affinity with 134,281 pairs from IEDB. Task: Regression. Given a peptide amino acid sequence and an MHC pseudo amino acid sequence, predict their binding affinity value. This is MHC class II binding data. (1) The peptide sequence is DYHWLRTVRTTKESL. The MHC is HLA-DQA10401-DQB10402 with pseudo-sequence HLA-DQA10401-DQB10402. The binding affinity (normalized) is 0.209. (2) The peptide sequence is YDKFHANVSTVLTGK. The MHC is DRB1_1001 with pseudo-sequence DRB1_1001. The binding affinity (normalized) is 0.524.